Dataset: Forward reaction prediction with 1.9M reactions from USPTO patents (1976-2016). Task: Predict the product of the given reaction. (1) Given the reactants C(OC([N:8]1[CH2:13][CH2:12][N:11]([C:14]2[CH:19]=[CH:18][C:17]([C:20]3[CH:21]=[N:22][CH:23]=[CH:24][CH:25]=3)=[CH:16][CH:15]=2)[CH2:10][CH2:9]1)=O)(C)(C)C.Cl, predict the reaction product. The product is: [N:22]1[CH:23]=[CH:24][CH:25]=[C:20]([C:17]2[CH:16]=[CH:15][C:14]([N:11]3[CH2:12][CH2:13][NH:8][CH2:9][CH2:10]3)=[CH:19][CH:18]=2)[CH:21]=1. (2) Given the reactants Cl.[NH2:2][C@@H:3]1[CH2:8][CH2:7][C@H:6]([NH:9][C:10]([C:12]2[C:16]3[N:17]=[CH:18][N:19]=[C:20]([C:21]4[CH:26]=[CH:25][C:24]([F:27])=[CH:23][C:22]=4[O:28][CH2:29][CH:30]4[CH2:32][CH2:31]4)[C:15]=3[NH:14][C:13]=2[CH3:33])=[O:11])[CH2:5][CH2:4]1.C([O:37][C@@H:38]([CH3:42])[C:39](Cl)=[O:40])(=O)C, predict the reaction product. The product is: [CH:30]1([CH2:29][O:28][C:22]2[CH:23]=[C:24]([F:27])[CH:25]=[CH:26][C:21]=2[C:20]2[C:15]3[NH:14][C:13]([CH3:33])=[C:12]([C:10]([NH:9][C@H:6]4[CH2:7][CH2:8][C@@H:3]([NH:2][C:39](=[O:40])[C@@H:38]([OH:37])[CH3:42])[CH2:4][CH2:5]4)=[O:11])[C:16]=3[N:17]=[CH:18][N:19]=2)[CH2:31][CH2:32]1. (3) Given the reactants [CH3:1][N:2]1[CH:6]=[C:5]([C:7](O)=[O:8])[C:4]([C:10]([F:13])([F:12])[F:11])=[N:3]1.O1CCCC1.C(Cl)(=O)C(Cl)=O.[NH2:25][C:26]1[CH:27]=[C:28]([CH:45]=[CH:46][CH:47]=1)[O:29][C:30]1[CH:31]=[CH:32][C:33]2[N:34]([N:36]=[C:37]([NH:39][C:40]([CH:42]3[CH2:44][CH2:43]3)=[O:41])[N:38]=2)[CH:35]=1, predict the reaction product. The product is: [CH:42]1([C:40]([NH:39][C:37]2[N:38]=[C:33]3[CH:32]=[CH:31][C:30]([O:29][C:28]4[CH:27]=[C:26]([NH:25][C:7]([C:5]5[C:4]([C:10]([F:13])([F:12])[F:11])=[N:3][N:2]([CH3:1])[CH:6]=5)=[O:8])[CH:47]=[CH:46][CH:45]=4)=[CH:35][N:34]3[N:36]=2)=[O:41])[CH2:43][CH2:44]1. (4) The product is: [C:1]([O:5][C:6]([N:8]1[CH2:13][CH2:12][CH:11]([O:14][S:23]([CH3:22])(=[O:25])=[O:24])[CH2:10][CH2:9]1)=[O:7])([CH3:4])([CH3:2])[CH3:3]. Given the reactants [C:1]([O:5][C:6]([N:8]1[CH2:13][CH2:12][CH:11]([OH:14])[CH2:10][CH2:9]1)=[O:7])([CH3:4])([CH3:3])[CH3:2].C(N(CC)CC)C.[CH3:22][S:23](Cl)(=[O:25])=[O:24], predict the reaction product. (5) The product is: [NH2:26][CH2:25][C:22]1[C:23]([NH2:24])=[N:7][C:6]([C:5]2[CH:4]=[C:3]([C:2]([F:16])([F:17])[F:1])[CH:11]=[C:10]([C:12]([F:15])([F:13])[F:14])[CH:9]=2)=[N:8][C:21]=1[C:20]1[CH:27]=[CH:28][C:29]([Cl:31])=[CH:30][C:19]=1[Cl:18]. Given the reactants [F:1][C:2]([F:17])([F:16])[C:3]1[CH:4]=[C:5]([CH:9]=[C:10]([C:12]([F:15])([F:14])[F:13])[CH:11]=1)[C:6]([NH2:8])=[NH:7].[Cl:18][C:19]1[CH:30]=[C:29]([Cl:31])[CH:28]=[CH:27][C:20]=1[CH:21]=[C:22]([C:25]#[N:26])[C:23]#[N:24], predict the reaction product.